This data is from Full USPTO retrosynthesis dataset with 1.9M reactions from patents (1976-2016). The task is: Predict the reactants needed to synthesize the given product. Given the product [Cl:4][C:5]1[CH:10]=[CH:9][C:8]([NH:11][C:12]([CH:13]2[CH2:14][C:15](=[O:16])[NH:3][NH:2]2)=[O:19])=[C:7]([C:20](=[O:27])[NH:21][CH:22]([CH:24]2[CH2:26][CH2:25]2)[CH3:23])[CH:6]=1, predict the reactants needed to synthesize it. The reactants are: O.[NH2:2][NH2:3].[Cl:4][C:5]1[CH:10]=[CH:9][C:8]([NH:11][C:12](=[O:19])/[CH:13]=[CH:14]/[C:15](OC)=[O:16])=[C:7]([C:20](=[O:27])[NH:21][CH:22]([CH:24]2[CH2:26][CH2:25]2)[CH3:23])[CH:6]=1.